Dataset: Full USPTO retrosynthesis dataset with 1.9M reactions from patents (1976-2016). Task: Predict the reactants needed to synthesize the given product. (1) Given the product [CH3:1][C@H:2]([NH:7][C:8]([C:10]1[C:18]2[C:13](=[N:14][CH:15]=[C:16]([C:19]3[C:27]4[C:22](=[CH:23][C:24]([F:28])=[CH:25][CH:26]=4)[N:21]([CH3:29])[N:20]=3)[N:17]=2)[NH:12][CH:11]=1)=[O:9])[C:3]([CH3:6])([CH3:5])[CH3:4], predict the reactants needed to synthesize it. The reactants are: [CH3:1][C@H:2]([NH:7][C:8]([C:10]1[C:18]2[C:13](=[N:14][CH:15]=[C:16]([C:19]3[C:27]4[C:22](=[CH:23][C:24]([F:28])=[CH:25][CH:26]=4)[N:21]([CH3:29])[N:20]=3)[N:17]=2)[N:12](COCC[Si](C)(C)C)[CH:11]=1)=[O:9])[C:3]([CH3:6])([CH3:5])[CH3:4].FC(F)(F)C(O)=O.C(N)CN. (2) Given the product [CH3:2][O:3][C:4](=[O:11])[C@@H:5]1[CH2:9][C@@H:8]([OH:10])[CH2:7][N:6]1[S:18]([C:12]1[CH:17]=[CH:16][CH:15]=[CH:14][CH:13]=1)(=[O:20])=[O:19], predict the reactants needed to synthesize it. The reactants are: Cl.[CH3:2][O:3][C:4](=[O:11])[C@@H:5]1[CH2:9][C@@H:8]([OH:10])[CH2:7][NH:6]1.[C:12]1([S:18](Cl)(=[O:20])=[O:19])[CH:17]=[CH:16][CH:15]=[CH:14][CH:13]=1.